From a dataset of Forward reaction prediction with 1.9M reactions from USPTO patents (1976-2016). Predict the product of the given reaction. Given the reactants [C:1]([N:8]1[CH2:13][CH2:12][CH:11]([C@@H:14]([NH:18][S:19]([C:22]2[S:23][C:24]([C:27]3[CH:32]=[CH:31][C:30]([O:33][CH2:34][CH3:35])=[CH:29][CH:28]=3)=[CH:25][CH:26]=2)(=[O:21])=[O:20])[C:15]([OH:17])=[O:16])[CH2:10][CH2:9]1)([O:3][C:4]([CH3:7])([CH3:6])[CH3:5])=[O:2].C(=O)([O-])[O-].[Cs+].[Cs+].[CH2:42](Br)[C:43]1[CH:48]=[CH:47][CH:46]=[CH:45][CH:44]=1, predict the reaction product. The product is: [CH2:42]([O:16][C:15](=[O:17])[C@H:14]([NH:18][S:19]([C:22]1[S:23][C:24]([C:27]2[CH:28]=[CH:29][C:30]([O:33][CH2:34][CH3:35])=[CH:31][CH:32]=2)=[CH:25][CH:26]=1)(=[O:21])=[O:20])[CH:11]1[CH2:12][CH2:13][N:8]([C:1]([O:3][C:4]([CH3:7])([CH3:6])[CH3:5])=[O:2])[CH2:9][CH2:10]1)[C:43]1[CH:48]=[CH:47][CH:46]=[CH:45][CH:44]=1.